This data is from Reaction yield outcomes from USPTO patents with 853,638 reactions. The task is: Predict the reaction yield, written as a fraction of the theoretical maximum amount of product (1.0 means a 100% yield; for example, 0.34 means a 34% yield). (1) The reactants are [Cl:1][S:2]([OH:5])(=O)=[O:3].[NH2:6][C:7]1[N:11]([C:12]2[CH:17]=[CH:16][C:15]([CH3:18])=[CH:14][C:13]=2[CH3:19])[N:10]=[C:9]([C:20]([F:23])([F:22])[F:21])[N:8]=1. The catalyst is C(OCC)(=O)C. The product is [NH2:6][C:7]1[N:11]([C:12]2[C:13]([CH3:19])=[CH:14][C:15]([CH3:18])=[C:16]([S:2]([Cl:1])(=[O:5])=[O:3])[CH:17]=2)[N:10]=[C:9]([C:20]([F:23])([F:22])[F:21])[N:8]=1. The yield is 0.960. (2) The reactants are [Br:1][C:2]1[CH:7]=[CH:6][C:5]([C:8]2[CH2:12][C:11]([C:17]3[CH:22]=[C:21]([Cl:23])[CH:20]=[C:19]([Cl:24])[CH:18]=3)([C:13]([F:16])([F:15])[F:14])[O:10][N:9]=2)=[CH:4][C:3]=1[CH2:25]Br.[CH3:27][C:28]([O-:30])=[O:29].[Na+]. The catalyst is CC(O)=O. The product is [C:28]([O:30][CH2:25][C:3]1[CH:4]=[C:5]([C:8]2[CH2:12][C:11]([C:17]3[CH:22]=[C:21]([Cl:23])[CH:20]=[C:19]([Cl:24])[CH:18]=3)([C:13]([F:16])([F:15])[F:14])[O:10][N:9]=2)[CH:6]=[CH:7][C:2]=1[Br:1])(=[O:29])[CH3:27]. The yield is 0.850. (3) The reactants are Br[C:2]1[CH:7]=[CH:6][C:5]([Br:8])=[CH:4][CH:3]=1.[CH3:9][C:10]1([CH3:44])[C:34]2[C:14]([CH:15]=[C:16]3[CH:33]=[C:32]4[C:19]([C:20]5[C:25]([C:26]6[C:31]4=[CH:30][CH:29]=[CH:28][CH:27]=6)=[CH:24][CH:23]=[CH:22][CH:21]=5)=[CH:18][C:17]3=2)=[CH:13][C:12](B2OC(C)(C)C(C)(C)O2)=[CH:11]1.C([O-])([O-])=O.[Na+].[Na+].CCO. The catalyst is C1C=CC([P]([Pd]([P](C2C=CC=CC=2)(C2C=CC=CC=2)C2C=CC=CC=2)([P](C2C=CC=CC=2)(C2C=CC=CC=2)C2C=CC=CC=2)[P](C2C=CC=CC=2)(C2C=CC=CC=2)C2C=CC=CC=2)(C2C=CC=CC=2)C2C=CC=CC=2)=CC=1.CO.C1(C)C=CC=CC=1. The product is [Br:8][C:5]1[CH:6]=[CH:7][C:2]([C:12]2[CH:13]=[C:14]3[C:34]([C:10]([CH3:44])([CH3:9])[CH:11]=2)=[C:17]2[C:16]([CH:33]=[C:32]4[C:19](=[CH:18]2)[C:20]2[CH:21]=[CH:22][CH:23]=[CH:24][C:25]=2[C:26]2[CH:27]=[CH:28][CH:29]=[CH:30][C:31]4=2)=[CH:15]3)=[CH:3][CH:4]=1. The yield is 0.530. (4) The reactants are [NH2:1][C:2]1[CH:10]=[CH:9][C:8]([C:11]([F:14])([F:13])[F:12])=[CH:7][C:3]=1[C:4]([OH:6])=[O:5].N1C=CC=CC=1.Cl[C:22](Cl)([O:24]C(=O)OC(Cl)(Cl)Cl)Cl. The catalyst is C(#N)C. The product is [F:14][C:11]([F:12])([F:13])[C:8]1[CH:9]=[CH:10][C:2]2[NH:1][C:22](=[O:24])[O:5][C:4](=[O:6])[C:3]=2[CH:7]=1. The yield is 0.450.